This data is from Full USPTO retrosynthesis dataset with 1.9M reactions from patents (1976-2016). The task is: Predict the reactants needed to synthesize the given product. (1) The reactants are: [Cl:1][C:2]1[CH:3]=[C:4]([CH:21]=[C:22]([C:31]([F:34])([F:33])[F:32])[C:23]=1[CH2:24][N:25]1[CH2:30][CH2:29][NH:28][CH2:27][CH2:26]1)[C:5]([NH:7][CH2:8][C:9]1[CH:14]=[C:13]([Cl:15])[CH:12]=[CH:11][C:10]=1[S:16]([CH2:19][CH3:20])(=[O:18])=[O:17])=[O:6].CC(OC([N:42]1[CH2:47][CH2:46][CH:45]([C:48](O)=[O:49])[CH2:44][CH2:43]1)=O)(C)C. Given the product [Cl:1][C:2]1[CH:3]=[C:4]([CH:21]=[C:22]([C:31]([F:32])([F:34])[F:33])[C:23]=1[CH2:24][N:25]1[CH2:30][CH2:29][N:28]([C:48]([CH:45]2[CH2:46][CH2:47][NH:42][CH2:43][CH2:44]2)=[O:49])[CH2:27][CH2:26]1)[C:5]([NH:7][CH2:8][C:9]1[CH:14]=[C:13]([Cl:15])[CH:12]=[CH:11][C:10]=1[S:16]([CH2:19][CH3:20])(=[O:18])=[O:17])=[O:6], predict the reactants needed to synthesize it. (2) Given the product [CH:1]([N:4]1[C:8]([C:9]2[N:10]=[C:11]3[N:12]([CH2:13][CH2:14][O:15][C:16]4[CH:21]=[C:20]([C:33]5[N:34]=[C:35]([CH2:44][C:45]([CH3:48])([OH:47])[CH3:46])[N:36]([CH:38]6[CH2:43][CH2:42][CH2:41][CH2:40][O:39]6)[CH:37]=5)[CH:19]=[CH:18][C:17]=43)[CH:31]=2)=[N:7][CH:6]=[N:5]1)([CH3:3])[CH3:2], predict the reactants needed to synthesize it. The reactants are: [CH:1]([N:4]1[C:8]([C:9]2[N:10]=[C:11]3[C:17]4[CH:18]=[CH:19][C:20](B5OC(C)(C)C(C)(C)O5)=[CH:21][C:16]=4[O:15][CH2:14][CH2:13][N:12]3[CH:31]=2)=[N:7][CH:6]=[N:5]1)([CH3:3])[CH3:2].Br[C:33]1[N:34]=[C:35]([CH2:44][C:45]([CH3:48])([OH:47])[CH3:46])[N:36]([CH:38]2[CH2:43][CH2:42][CH2:41][CH2:40][O:39]2)[CH:37]=1.[F-].[Cs+]. (3) The reactants are: [F:1][C:2]1[CH:3]=[C:4]([CH2:9][O:10][C:11]2[CH:25]=[CH:24][C:23]([CH:26]=[O:27])=[CH:22][C:12]=2[C:13]([NH:15][C:16]2[CH:17]=[N:18][CH:19]=[CH:20][CH:21]=2)=[O:14])[CH:5]=[CH:6][C:7]=1[F:8].[CH3:28][Mg]Br.S(=O)(=O)(O)O. Given the product [F:1][C:2]1[CH:3]=[C:4]([CH2:9][O:10][C:11]2[CH:25]=[CH:24][C:23]([CH:26]([OH:27])[CH3:28])=[CH:22][C:12]=2[C:13]([NH:15][C:16]2[CH:17]=[N:18][CH:19]=[CH:20][CH:21]=2)=[O:14])[CH:5]=[CH:6][C:7]=1[F:8], predict the reactants needed to synthesize it. (4) Given the product [Cl:1][C:2]1[N:10]=[C:9]2[C:5]([N:6]=[CH:7][N:8]2[CH3:20])=[C:4]([N:11]2[CH2:16][CH2:15][O:14][CH2:13][C@H:12]2[CH3:17])[N:3]=1, predict the reactants needed to synthesize it. The reactants are: [Cl:1][C:2]1[N:10]=[C:9]2[C:5]([N:6]=[CH:7][NH:8]2)=[C:4]([N:11]2[CH2:16][CH2:15][O:14][CH2:13][C@H:12]2[CH3:17])[N:3]=1.CI.[C:20]([O-])([O-])=O.[K+].[K+]. (5) Given the product [Br-:1].[Cl:22][C:23]1[CH:24]=[C:25]([C:2]2[CH:7]=[C:6]([F:8])[CH:5]=[CH:4][C:3]=2[NH:9][C:10]([O:11][CH:12]2[CH2:18][CH:17]3[N+:19]([CH3:32])([CH3:20])[CH:14]([CH2:15][CH2:16]3)[CH2:13]2)=[O:21])[CH:26]=[CH:27][CH:28]=1, predict the reactants needed to synthesize it. The reactants are: [Br:1][C:2]1[CH:7]=[C:6]([F:8])[CH:5]=[CH:4][C:3]=1[NH:9][C:10](=[O:21])[O:11][CH:12]1[CH2:18][CH:17]2[N:19]([CH3:20])[CH:14]([CH2:15][CH2:16]2)[CH2:13]1.[Cl:22][C:23]1[CH:24]=[C:25](B(O)O)[CH:26]=[CH:27][CH:28]=1.[CH3:32]Br. (6) Given the product [CH3:30][CH:29]([CH3:31])[CH:17]([C:12]1[CH:13]=[CH:14][CH:15]=[CH:16][N:11]=1)[C:18]([O:20][CH2:21][C:22]1[CH:27]=[CH:26][CH:25]=[CH:24][CH:23]=1)=[O:19], predict the reactants needed to synthesize it. The reactants are: C[Si](C)(C)[N-][Si](C)(C)C.[Li+].[N:11]1[CH:16]=[CH:15][CH:14]=[CH:13][C:12]=1[CH2:17][C:18]([O:20][CH2:21][C:22]1[CH:27]=[CH:26][CH:25]=[CH:24][CH:23]=1)=[O:19].I[CH:29]([CH3:31])[CH3:30].[Cl-].[NH4+].